This data is from Reaction yield outcomes from USPTO patents with 853,638 reactions. The task is: Predict the reaction yield, written as a fraction of the theoretical maximum amount of product (1.0 means a 100% yield; for example, 0.34 means a 34% yield). (1) The reactants are [N:1]1([C:7]2[N:12]=[C:11]([N:13]3[CH:18]4[CH2:19][CH2:20][CH:14]3[CH2:15][O:16][CH2:17]4)[N:10]=[C:9]([C:21]3[CH:27]=[CH:26][C:24]([NH2:25])=[CH:23][CH:22]=3)[N:8]=2)[CH2:6][CH2:5][O:4][CH2:3][CH2:2]1.CCN(CC)CC.ClC(Cl)(O[C:39](=[O:45])OC(Cl)(Cl)Cl)Cl.[NH2:47][C:48]1[CH:53]=[CH:52][N:51]=[CH:50][CH:49]=1. The catalyst is C(Cl)(Cl)Cl. The product is [N:1]1([C:7]2[N:12]=[C:11]([N:13]3[CH:14]4[CH2:20][CH2:19][CH:18]3[CH2:17][O:16][CH2:15]4)[N:10]=[C:9]([C:21]3[CH:27]=[CH:26][C:24]([NH:25][C:39]([NH:47][C:48]4[CH:53]=[CH:52][N:51]=[CH:50][CH:49]=4)=[O:45])=[CH:23][CH:22]=3)[N:8]=2)[CH2:2][CH2:3][O:4][CH2:5][CH2:6]1. The yield is 0.240. (2) The reactants are [CH3:1][C:2]1[N:6]([CH2:7][C:8]([OH:10])=O)[N:5]=[C:4]([C:11]([F:14])([F:13])[F:12])[CH:3]=1.C(N(CC)CC)C.[N+:22]([C:25]1[CH:26]=[C:27]([N:31]2[CH2:36][CH2:35][NH:34][CH2:33][CH2:32]2)[CH:28]=[CH:29][CH:30]=1)([O-:24])=[O:23]. The catalyst is CN(C=O)C. The product is [CH3:1][C:2]1[N:6]([CH2:7][C:8]([N:34]2[CH2:35][CH2:36][N:31]([C:27]3[CH:28]=[CH:29][CH:30]=[C:25]([N+:22]([O-:24])=[O:23])[CH:26]=3)[CH2:32][CH2:33]2)=[O:10])[N:5]=[C:4]([C:11]([F:14])([F:13])[F:12])[CH:3]=1. The yield is 0.590. (3) The reactants are Br[CH:2]([CH2:18][C:19]1[CH:24]=[CH:23][CH:22]=[CH:21][CH:20]=1)[C:3]([NH:5][C:6]([C:10]1[CH:15]=[C:14]([Br:16])[CH:13]=[CH:12][C:11]=1[F:17])([CH3:9])[CH2:7][OH:8])=[O:4].[K].CCSC(N(CC(C)C)CC(C)C)=O.C([C@H]1OC[C@@](C2C=C(Br)C=CC=2F)(C)NC1=O)C1C=CC=CC=1.C([C@@H]1OC[C@](C2C=C(Br)C=CC=2F)(C)NC1=O)C1C=CC=CC=1. No catalyst specified. The product is [Br:16][C:14]1[CH:13]=[CH:12][C:11]([F:17])=[C:10]([C:6]([NH:5][C:3](=[O:4])[CH:2]=[CH:18][C:19]2[CH:24]=[CH:23][CH:22]=[CH:21][CH:20]=2)([CH3:9])[CH2:7][OH:8])[CH:15]=1. The yield is 0.300. (4) The reactants are [Cl:1][C:2]1[CH:3]=[C:4]([CH:9]=[CH:10][C:11]=1[O:12][CH:13]([CH3:15])[CH3:14])/[C:5](=[N:7]/[OH:8])/[NH2:6].[NH2:16][C:17]1[CH:25]=[CH:24][C:20]([C:21](O)=O)=[CH:19][CH:18]=1.C1C=CC2N(O)N=NC=2C=1.C1CCC(N=C=NC2CCCCC2)CC1.CCN(C(C)C)C(C)C. No catalyst specified. The product is [Cl:1][C:2]1[CH:3]=[C:4]([C:5]2[N:6]=[C:21]([C:20]3[CH:24]=[CH:25][C:17]([NH2:16])=[CH:18][CH:19]=3)[O:8][N:7]=2)[CH:9]=[CH:10][C:11]=1[O:12][CH:13]([CH3:15])[CH3:14]. The yield is 0.506.